The task is: Predict the reactants needed to synthesize the given product.. This data is from Full USPTO retrosynthesis dataset with 1.9M reactions from patents (1976-2016). (1) Given the product [Cl:1][CH2:2][C@H:3]1[O:19][C:25](=[O:26])[N:5]([C:6]2[CH:7]=[CH:8][C:9]([N:12]3[CH2:17][CH2:16][O:15][CH2:14][C:13]3=[O:18])=[CH:10][CH:11]=2)[CH2:4]1, predict the reactants needed to synthesize it. The reactants are: [Cl:1][CH2:2][C@@H:3]([OH:19])[CH2:4][NH:5][C:6]1[CH:11]=[CH:10][C:9]([N:12]2[CH2:17][CH2:16][O:15][CH2:14][C:13]2=[O:18])=[CH:8][CH:7]=1.C1N=CN([C:25](N2C=NC=C2)=[O:26])C=1.C(O)C. (2) Given the product [CH3:23][S:20]([C:16]1[CH:15]=[C:14]([N:9]2[CH:10]=[CH:11][C:12](=[O:13])[C:7]([C:5]3[N:35]([C:25]4[C:34]5[CH2:33][CH2:32][CH2:31][CH2:30][C:29]=5[CH:28]=[CH:27][N:26]=4)[N:2]=[CH:3][CH:4]=3)=[N:8]2)[CH:19]=[CH:18][CH:17]=1)(=[O:22])=[O:21], predict the reactants needed to synthesize it. The reactants are: C[N:2](C)/[CH:3]=[CH:4]/[C:5]([C:7]1[C:12](=[O:13])[CH:11]=[CH:10][N:9]([C:14]2[CH:19]=[CH:18][CH:17]=[C:16]([S:20]([CH3:23])(=[O:22])=[O:21])[CH:15]=2)[N:8]=1)=O.[C:25]1([NH:35]N)[C:34]2[CH2:33][CH2:32][CH2:31][CH2:30][C:29]=2[CH:28]=[CH:27][N:26]=1.C1(N)C2CCCCC=2C=CN=1.N([O-])=O.[Na+].[Sn](Cl)Cl. (3) Given the product [CH2:38]([C:19]1[C:20]2[C:25](=[CH:24][CH:23]=[CH:22][C:21]=2[NH:26][C:27]([C:29]2[N:33]3[CH:34]=[CH:35][CH:36]=[CH:37][C:32]3=[N:31][CH:30]=2)=[O:28])[N:17]([CH2:16][C:14]2[CH:13]=[N:12][N:11]([CH2:10][CH2:9][OH:8])[CH:15]=2)[N:18]=1)[CH3:39], predict the reactants needed to synthesize it. The reactants are: [Si]([O:8][CH2:9][CH2:10][N:11]1[CH:15]=[C:14]([CH2:16][N:17]2[C:25]3[C:20](=[C:21]([NH:26][C:27]([C:29]4[N:33]5[CH:34]=[CH:35][CH:36]=[CH:37][C:32]5=[N:31][CH:30]=4)=[O:28])[CH:22]=[CH:23][CH:24]=3)[C:19]([CH2:38][CH3:39])=[N:18]2)[CH:13]=[N:12]1)(C(C)(C)C)(C)C. (4) Given the product [CH2:1]1[N:6]([C:39]([O:41][CH2:42][C:43]2[CH:48]=[CH:47][CH:46]=[CH:45][CH:44]=2)=[O:40])[CH2:5][CH2:4][N:3]2[CH2:8][CH2:9][CH2:10][CH2:11][C@H:2]12, predict the reactants needed to synthesize it. The reactants are: [C:1]1(=O)[NH:6][CH2:5][C:4](=O)[N:3]2[CH2:8][CH2:9][CH2:10][CH2:11][C@H:2]12.[H-].[H-].[H-].[H-].[Li+].[Al+3].O.O.O.O.O.O.O.O.O.O.S([O-])([O-])(=O)=O.[Na+].[Na+].[OH-].[Na+].Cl[C:39]([O:41][CH2:42][C:43]1[CH:48]=[CH:47][CH:46]=[CH:45][CH:44]=1)=[O:40]. (5) Given the product [Cl:10][C:11]1[CH:12]=[C:13]([CH:25]=[CH:26][CH:27]=1)[C:14]([NH:16][C:17]1[C:18]([N:1]2[CH2:6][CH2:5][CH:4]([CH:7]([OH:9])[CH3:8])[CH2:3][CH2:2]2)=[N:19][CH:20]=[C:21]([Cl:23])[CH:22]=1)=[O:15], predict the reactants needed to synthesize it. The reactants are: [NH:1]1[CH2:6][CH2:5][CH:4]([CH:7]([OH:9])[CH3:8])[CH2:3][CH2:2]1.[Cl:10][C:11]1[CH:12]=[C:13]([CH:25]=[CH:26][CH:27]=1)[C:14]([NH:16][C:17]1[C:18](Cl)=[N:19][CH:20]=[C:21]([Cl:23])[CH:22]=1)=[O:15]. (6) Given the product [CH3:1][N:2]([CH3:19])[C:3]([C:5]1[C:9]([NH2:10])=[CH:8][N:7]([C:13]2[CH:18]=[CH:17][CH:16]=[CH:15][N:14]=2)[N:6]=1)=[O:4], predict the reactants needed to synthesize it. The reactants are: [CH3:1][N:2]([CH3:19])[C:3]([C:5]1[C:9]([N+:10]([O-])=O)=[CH:8][N:7]([C:13]2[CH:18]=[CH:17][CH:16]=[CH:15][N:14]=2)[N:6]=1)=[O:4]. (7) Given the product [CH2:14]([O:13][CH2:12][CH2:11][CH2:10][N:3]1[C:2]([CH3:1])=[C:6]([CH3:7])[S:5]/[C:4]/1=[N:8]\[C:31]([C:21]12[CH2:30][CH:25]3[CH2:24][CH:23]([CH2:29][CH:27]([CH2:26]3)[CH2:28]1)[CH2:22]2)=[O:32])[C:15]1[CH:20]=[CH:19][CH:18]=[CH:17][CH:16]=1, predict the reactants needed to synthesize it. The reactants are: [CH3:1][C:2]1[N:3]=[C:4]([NH2:8])[S:5][C:6]=1[CH3:7].Br[CH2:10][CH2:11][CH2:12][O:13][CH2:14][C:15]1[CH:20]=[CH:19][CH:18]=[CH:17][CH:16]=1.[C:21]12([C:31](O)=[O:32])[CH2:30][CH:25]3[CH2:26][CH:27]([CH2:29][CH:23]([CH2:24]3)[CH2:22]1)[CH2:28]2.